Dataset: Forward reaction prediction with 1.9M reactions from USPTO patents (1976-2016). Task: Predict the product of the given reaction. Given the reactants [Br:1][C:2]1[CH:7]=[CH:6][C:5]([C:8](=O)[CH2:9][CH2:10][CH2:11][CH2:12][N:13]2[CH2:18][CH2:17][CH:16]([C:19]3[CH:20]=[C:21]([NH:25][C:26](=[O:30])[CH:27]([CH3:29])[CH3:28])[CH:22]=[CH:23][CH:24]=3)[CH2:15][CH2:14]2)=[CH:4][CH:3]=1.Cl.[C:33]1([N:39]([C:41]2[CH:46]=[CH:45][CH:44]=[CH:43][CH:42]=2)N)[CH:38]=[CH:37][CH:36]=[CH:35][CH:34]=1, predict the reaction product. The product is: [Br:1][C:2]1[CH:7]=[CH:6][C:5]([C:8]2[N:39]([C:41]3[CH:46]=[CH:45][CH:44]=[CH:43][CH:42]=3)[C:33]3[C:34]([C:9]=2[CH2:10][CH2:11][CH2:12][N:13]2[CH2:18][CH2:17][CH:16]([C:19]4[CH:20]=[C:21]([NH:25][C:26](=[O:30])[CH:27]([CH3:29])[CH3:28])[CH:22]=[CH:23][CH:24]=4)[CH2:15][CH2:14]2)=[CH:35][CH:36]=[CH:37][CH:38]=3)=[CH:4][CH:3]=1.